From a dataset of Catalyst prediction with 721,799 reactions and 888 catalyst types from USPTO. Predict which catalyst facilitates the given reaction. (1) Reactant: [C:1]([N:3]=[C:4]([N:13]1[CH2:18][CH2:17][N:16](C([O-])=O)[CH2:15][CH:14]1[CH:22]([CH3:24])[CH3:23])[NH:5][C:6]1[CH:11]=[CH:10][CH:9]=[CH:8][C:7]=1[CH3:12])#[N:2].[H][H]. Product: [C:1]([N:3]=[C:4]([N:13]1[CH2:18][CH2:17][NH:16][CH2:15][CH:14]1[CH:22]([CH3:24])[CH3:23])[NH:5][C:6]1[CH:11]=[CH:10][CH:9]=[CH:8][C:7]=1[CH3:12])#[N:2]. The catalyst class is: 29. (2) Reactant: [C:1](OC(=O)C)(=[O:3])[CH3:2].[CH3:8][CH:9]([CH2:18][CH2:19][CH:20]=[C:21]([CH3:23])[CH3:22])[CH2:10][CH:11]([OH:17])[CH:12]([N+:14]([O-:16])=[O:15])[CH3:13].CCOCC. Product: [C:1]([O:17][CH:11]([CH2:10][CH:9]([CH3:8])[CH2:18][CH2:19][CH:20]=[C:21]([CH3:23])[CH3:22])[CH:12]([N+:14]([O-:16])=[O:15])[CH3:13])(=[O:3])[CH3:2]. The catalyst class is: 561. (3) Reactant: [Cl:1][C:2]1[CH:7]=[CH:6][C:5]([C:8](=[O:24])[CH:9]([C:18]2[CH:23]=[CH:22][N:21]=[CH:20][CH:19]=2)[CH2:10][C:11](=O)[C:12]([CH3:16])([CH3:15])[C:13]#[N:14])=[CH:4][C:3]=1[O:25][CH3:26].O=P12OP3(OP(OP(O3)(O1)=O)(=O)O2)=O.C(=O)([O-])O.[Na+]. Product: [Cl:1][C:2]1[CH:7]=[CH:6][C:5]([C:8]2[O:24][C:11]([C:12]([CH3:16])([CH3:15])[C:13]#[N:14])=[CH:10][C:9]=2[C:18]2[CH:23]=[CH:22][N:21]=[CH:20][CH:19]=2)=[CH:4][C:3]=1[O:25][CH3:26]. The catalyst class is: 501. (4) Product: [C:57]([C:55]1[CH:56]=[C:51]([S:50][C:47]([S:46][C:37]2[CH:36]=[C:35]([C:32]([CH3:34])([CH3:33])[CH3:31])[C:40]([O:9][CH2:8][CH2:7][C@H:5]3[CH2:4][O:3][C:2]([CH3:11])([CH3:1])[O:6]3)=[C:39]([C:42]([CH3:45])([CH3:44])[CH3:43])[CH:38]=2)([CH3:49])[CH3:48])[CH:52]=[C:53]([C:62]([CH3:65])([CH3:64])[CH3:63])[C:54]=1[OH:61])([CH3:60])([CH3:59])[CH3:58]. Reactant: [CH3:1][C:2]1([CH3:11])[O:6][C@@H:5]([CH2:7][CH2:8][OH:9])[C:4](=O)[O:3]1.C1(P(C2C=CC=CC=2)C2C=CC=CC=2)C=CC=CC=1.[CH3:31][C:32]([C:35]1[CH:36]=[C:37]([S:46][C:47]([S:50][C:51]2[CH:56]=[C:55]([C:57]([CH3:60])([CH3:59])[CH3:58])[C:54]([OH:61])=[C:53]([C:62]([CH3:65])([CH3:64])[CH3:63])[CH:52]=2)([CH3:49])[CH3:48])[CH:38]=[C:39]([C:42]([CH3:45])([CH3:44])[CH3:43])[C:40]=1O)([CH3:34])[CH3:33].N(C(OCC)=O)=NC(OCC)=O. The catalyst class is: 1.